From a dataset of NCI-60 drug combinations with 297,098 pairs across 59 cell lines. Regression. Given two drug SMILES strings and cell line genomic features, predict the synergy score measuring deviation from expected non-interaction effect. (1) Drug 1: COC1=NC(=NC2=C1N=CN2C3C(C(C(O3)CO)O)O)N. Drug 2: CC1CCC2CC(C(=CC=CC=CC(CC(C(=O)C(C(C(=CC(C(=O)CC(OC(=O)C3CCCCN3C(=O)C(=O)C1(O2)O)C(C)CC4CCC(C(C4)OC)OCCO)C)C)O)OC)C)C)C)OC. Cell line: UO-31. Synergy scores: CSS=4.87, Synergy_ZIP=1.44, Synergy_Bliss=-4.77, Synergy_Loewe=-72.5, Synergy_HSA=-6.97. (2) Drug 1: C1=NC2=C(N=C(N=C2N1C3C(C(C(O3)CO)O)F)Cl)N. Drug 2: CC1CCCC2(C(O2)CC(NC(=O)CC(C(C(=O)C(C1O)C)(C)C)O)C(=CC3=CSC(=N3)C)C)C. Cell line: NCI-H322M. Synergy scores: CSS=30.7, Synergy_ZIP=-1.55, Synergy_Bliss=-5.03, Synergy_Loewe=-13.6, Synergy_HSA=-3.61. (3) Synergy scores: CSS=6.87, Synergy_ZIP=10.2, Synergy_Bliss=12.1, Synergy_Loewe=10.4, Synergy_HSA=11.6. Cell line: RPMI-8226. Drug 1: CC1=CC2C(CCC3(C2CCC3(C(=O)C)OC(=O)C)C)C4(C1=CC(=O)CC4)C. Drug 2: C1=CC=C(C(=C1)C(C2=CC=C(C=C2)Cl)C(Cl)Cl)Cl. (4) Drug 1: CCCCC(=O)OCC(=O)C1(CC(C2=C(C1)C(=C3C(=C2O)C(=O)C4=C(C3=O)C=CC=C4OC)O)OC5CC(C(C(O5)C)O)NC(=O)C(F)(F)F)O. Drug 2: C1=NNC2=C1C(=O)NC=N2. Synergy scores: CSS=36.1, Synergy_ZIP=-5.19, Synergy_Bliss=-9.26, Synergy_Loewe=-30.6, Synergy_HSA=-9.96. Cell line: SR. (5) Drug 1: C1CCC(CC1)NC(=O)N(CCCl)N=O. Drug 2: CN(C)N=NC1=C(NC=N1)C(=O)N. Cell line: SNB-75. Synergy scores: CSS=29.8, Synergy_ZIP=-6.09, Synergy_Bliss=2.51, Synergy_Loewe=-7.39, Synergy_HSA=0.972.